The task is: Predict the reactants needed to synthesize the given product.. This data is from Full USPTO retrosynthesis dataset with 1.9M reactions from patents (1976-2016). (1) Given the product [N:1]1[CH:2]=[CH:3][C:4]([C:7]2[S:11][C:10]([C:12]([NH:23][CH2:22][CH2:21][C:16]3[CH:17]=[CH:18][CH:19]=[CH:20][N:15]=3)=[O:14])=[CH:9][CH:8]=2)=[CH:5][CH:6]=1, predict the reactants needed to synthesize it. The reactants are: [N:1]1[CH:6]=[CH:5][C:4]([C:7]2[S:11][C:10]([C:12]([OH:14])=O)=[CH:9][CH:8]=2)=[CH:3][CH:2]=1.[N:15]1[CH:20]=[CH:19][CH:18]=[CH:17][C:16]=1[CH2:21][CH2:22][NH2:23]. (2) The reactants are: [C:1]([O:5][C:6]([NH:8][C@@H:9]1[C@H:14]([NH:15][C:16]2[N:21]=[C:20](Cl)[C:19]3[C:23](=[O:33])[N:24]([C:26]([O:28][C:29]([CH3:32])([CH3:31])[CH3:30])=[O:27])[CH2:25][C:18]=3[C:17]=2[F:34])[CH2:13][CH2:12][O:11][CH2:10]1)=[O:7])([CH3:4])([CH3:3])[CH3:2].C([Sn](CCCC)(CCCC)[C:40]1[S:44][N:43]=[C:42]([CH:45]=[CH2:46])[CH:41]=1)CCC.O. Given the product [C:1]([O:5][C:6]([NH:8][C@@H:9]1[C@H:14]([NH:15][C:16]2[N:21]=[C:20]([C:40]3[S:44][N:43]=[C:42]([CH:45]=[CH2:46])[CH:41]=3)[C:19]3[C:23](=[O:33])[N:24]([C:26]([O:28][C:29]([CH3:32])([CH3:31])[CH3:30])=[O:27])[CH2:25][C:18]=3[C:17]=2[F:34])[CH2:13][CH2:12][O:11][CH2:10]1)=[O:7])([CH3:4])([CH3:3])[CH3:2], predict the reactants needed to synthesize it. (3) The reactants are: [NH2:1][C:2]1[CH:3]=[CH:4][C:5]([O:11][C:12]([F:15])([F:14])[F:13])=[C:6]([CH:10]=1)[C:7]([OH:9])=[O:8].[F:16][C:17]1[C:24]([F:25])=[C:23]([C:26]([F:29])([F:28])[F:27])[C:22]([F:30])=[C:21]([F:31])[C:18]=1[CH2:19]Br. Given the product [F:16][C:17]1[C:24]([F:25])=[C:23]([C:26]([F:29])([F:27])[F:28])[C:22]([F:30])=[C:21]([F:31])[C:18]=1[CH2:19][NH:1][C:2]1[CH:3]=[CH:4][C:5]([O:11][C:12]([F:13])([F:14])[F:15])=[C:6]([CH:10]=1)[C:7]([OH:9])=[O:8], predict the reactants needed to synthesize it. (4) Given the product [C:15]([O:21][C@H:22]([C:26]1[CH:31]=[CH:30][CH:29]=[CH:28][CH:27]=1)[C:23]([NH:1][C:2]1[CH:7]=[CH:6][C:5]([Cl:8])=[CH:4][C:3]=1[C:9](=[O:14])[C:10]([F:13])([F:11])[F:12])=[O:24])(=[O:20])[C:16]([CH3:19])([CH3:18])[CH3:17], predict the reactants needed to synthesize it. The reactants are: [NH2:1][C:2]1[CH:7]=[CH:6][C:5]([Cl:8])=[CH:4][C:3]=1[C:9](=[O:14])[C:10]([F:13])([F:12])[F:11].[C:15]([O:21][C@H:22]([C:26]1[CH:31]=[CH:30][CH:29]=[CH:28][CH:27]=1)[C:23](Cl)=[O:24])(=[O:20])[C:16]([CH3:19])([CH3:18])[CH3:17].CN(C)C1C=CC=CC=1.Cl.